Task: Predict the reactants needed to synthesize the given product.. Dataset: Full USPTO retrosynthesis dataset with 1.9M reactions from patents (1976-2016) Given the product [CH:1]([O:4][C:5]1[C:6](=[O:8])[O:7][C:10](=[O:18])[CH:9]=1)([CH3:3])[CH3:2], predict the reactants needed to synthesize it. The reactants are: [CH:1]([O:4][C:5](=[CH:9][C:10](=[O:18])NC1C=CC=CC=1)[C:6]([OH:8])=[O:7])([CH3:3])[CH3:2].